From a dataset of Drug-target binding data from BindingDB using Ki measurements. Regression. Given a target protein amino acid sequence and a drug SMILES string, predict the binding affinity score between them. We predict pKi (pKi = -log10(Ki in M); higher means stronger inhibition). Dataset: bindingdb_ki. (1) The compound is O=C1C[C@H](S(=O)(=O)[O-])c2ccccc2C1=O. The target protein (P28585) has sequence MVKKSLRQFTLMATATVTLLLGSVPLYAQTADVQQKLAELERQSGGRLGVALINTADNSQILYRADERFAMCSTSKVMAVAAVLKKSESEPNLLNQRVEIKKSDLVNYNPIAEKHVDGTMSLAELSAAALQYSDNVAMNKLISHVGGPASVTAFARQLGDETFRLDRTEPTLNTAIPGDPRDTTSPRAMAQTLRNLTLGKALGDSQRAQLVTWMKGNTTGAASIQAGLPASWVVGDKTGSGDYGTTNDIAVIWPKDRAPLILVTYFTQPQPKAESRRDVLASAAKIVTNGL. The pKi is 3.1. (2) The compound is CC(C)(C)NC(=O)[C@@H]1CN(Cc2cccnc2)CCN1C[C@@H](O)C[C@@H](Cc1ccccc1)C(=O)N[C@H]1c2ccccc2C[C@H]1O. The target protein sequence is PQITLWKRPLVTIKIGGQLKEALLDTGADDTVIEEMSLPGRWKPKMIGGIGGFIKVRQYDQIIIEIAGHKAIGTVLVGPTPVNVIGRNLLTQIGATLNF. The pKi is 8.6.